From a dataset of HIV replication inhibition screening data with 41,000+ compounds from the AIDS Antiviral Screen. Binary Classification. Given a drug SMILES string, predict its activity (active/inactive) in a high-throughput screening assay against a specified biological target. (1) The drug is Cc1ccc(NC(=O)CCC(CC(=O)C(C)(C)C)=NNC(=O)C(N)=O)cc1C. The result is 0 (inactive). (2) The drug is CC(C)CCCC(C)C1CCC2C3CCC4CC(CCC=C(c5cc(Cl)c(OCc6ccc([N+](=O)[O-])cc6)c(C(=O)O)c5)c5cc(Cl)c(OCc6ccc([N+](=O)[O-])cc6)c(C(=O)O)c5)CCC4(C)C3CCC12C. The result is 0 (inactive). (3) The drug is COc1ccccc1NC(=O)C(=O)CC(=O)c1ccccc1NC1=CC(=O)C(=O)c2ccccc21. The result is 0 (inactive).